Dataset: Reaction yield outcomes from USPTO patents with 853,638 reactions. Task: Predict the reaction yield, written as a fraction of the theoretical maximum amount of product (1.0 means a 100% yield; for example, 0.34 means a 34% yield). The reactants are [CH3:1][N:2]1[CH2:7][CH2:6][NH:5][CH2:4][CH2:3]1.C([O-])([O-])=O.[K+].[K+].[Cl:14][C:15]1[CH:20]=[CH:19][N:18]=[C:17]2[N:21]([S:40]([C:43]3[CH:48]=[CH:47][C:46]([CH3:49])=[CH:45][CH:44]=3)(=[O:42])=[O:41])[C:22]([C:24]3[C:28]4=[N:29][C:30]([O:35][CH3:36])=[C:31]([O:33][CH3:34])[CH:32]=[C:27]4[N:26]([CH2:37][CH2:38]I)[CH:25]=3)=[CH:23][C:16]=12. The catalyst is CC#N. The product is [Cl:14][C:15]1[CH:20]=[CH:19][N:18]=[C:17]2[N:21]([S:40]([C:43]3[CH:48]=[CH:47][C:46]([CH3:49])=[CH:45][CH:44]=3)(=[O:42])=[O:41])[C:22]([C:24]3[C:28]4=[N:29][C:30]([O:35][CH3:36])=[C:31]([O:33][CH3:34])[CH:32]=[C:27]4[N:26]([CH2:37][CH2:38][N:5]4[CH2:6][CH2:7][N:2]([CH3:1])[CH2:3][CH2:4]4)[CH:25]=3)=[CH:23][C:16]=12. The yield is 0.643.